This data is from Full USPTO retrosynthesis dataset with 1.9M reactions from patents (1976-2016). The task is: Predict the reactants needed to synthesize the given product. (1) Given the product [N:14]1[C:7]2[C:6](=[CH:5][CH:9]=[CH:10][CH:11]=2)[CH:17]=[N:16][CH:15]=1.[Cl:21][C:17]1[CH:6]2[CH:7]([NH:8][C:9]3[C:5]2=[CH:4][C:3]([O:2][CH3:1])=[C:11]([O:12][CH3:13])[CH:10]=3)[N:14]=[CH:15][N:16]=1, predict the reactants needed to synthesize it. The reactants are: [CH3:1][O:2][C:3]1[CH:4]=[C:5]2[C:9](=[CH:10][C:11]=1[O:12][CH3:13])[NH:8][C:7]1[N:14]=[CH:15][NH:16][C:17](=O)[C:6]2=1.O=P(Cl)(Cl)[Cl:21]. (2) Given the product [Br:2][C:3]1[CH:4]=[C:5]([CH:8]=[CH:9][CH:10]=1)[CH2:6][NH2:7], predict the reactants needed to synthesize it. The reactants are: Cl.[Br:2][C:3]1[CH:4]=[C:5]([CH:8]=[CH:9][CH:10]=1)[CH2:6][NH2:7].